Task: Predict the reactants needed to synthesize the given product.. Dataset: Full USPTO retrosynthesis dataset with 1.9M reactions from patents (1976-2016) (1) Given the product [OH:8][CH2:9][CH2:10][CH2:11][CH2:12][CH2:13][CH2:14][CH2:15][CH2:16][CH2:17][CH2:18][CH2:19][CH2:20][C:21]1[C:22]([O:46][CH3:47])=[C:23]2[C:28](=[CH:29][C:30]=1[O:31][CH3:32])[O:27][C:26]([C:33]1[CH:38]=[CH:37][C:36]([O:39][CH3:40])=[C:35]([O:41][CH3:42])[CH:34]=1)=[C:25]([O:43][CH3:44])[C:24]2=[O:45], predict the reactants needed to synthesize it. The reactants are: C([O:8][CH2:9][CH2:10][CH2:11][CH2:12][CH2:13][CH2:14][CH2:15][CH2:16][CH2:17][CH2:18][C:19]#[C:20][C:21]1[C:22]([O:46][CH3:47])=[C:23]2[C:28](=[CH:29][C:30]=1[O:31][CH3:32])[O:27][C:26]([C:33]1[CH:38]=[CH:37][C:36]([O:39][CH3:40])=[C:35]([O:41][CH3:42])[CH:34]=1)=[C:25]([O:43][CH3:44])[C:24]2=[O:45])C1C=CC=CC=1. (2) Given the product [Cl:1][C:2]1[C:7]([CH2:8][C:9]([OH:11])=[O:10])=[C:6]([N:13]([CH3:15])[CH3:14])[N:5]=[C:4]([CH2:16][C:17]2[CH:22]=[CH:21][C:20]([NH:23][C:24]([C:26]3[CH:35]=[CH:34][C:33]4[C:28](=[CH:29][CH:30]=[CH:31][CH:32]=4)[CH:27]=3)=[O:25])=[CH:19][CH:18]=2)[N:3]=1, predict the reactants needed to synthesize it. The reactants are: [Cl:1][C:2]1[C:7]([CH2:8][C:9]([O:11]C)=[O:10])=[C:6]([N:13]([CH3:15])[CH3:14])[N:5]=[C:4]([CH2:16][C:17]2[CH:22]=[CH:21][C:20]([NH:23][C:24]([C:26]3[CH:35]=[CH:34][C:33]4[C:28](=[CH:29][CH:30]=[CH:31][CH:32]=4)[CH:27]=3)=[O:25])=[CH:19][CH:18]=2)[N:3]=1.[OH-].[Na+].O.